From a dataset of Full USPTO retrosynthesis dataset with 1.9M reactions from patents (1976-2016). Predict the reactants needed to synthesize the given product. (1) Given the product [CH2:20]([O:19][C:17]([C:16]1[N:9]=[C:7]([C:6]2[CH:10]=[CH:11][C:3]([C:2]([F:1])([F:12])[F:13])=[CH:4][CH:5]=2)[S:8][CH:15]=1)=[O:18])[CH3:21], predict the reactants needed to synthesize it. The reactants are: [F:1][C:2]([F:13])([F:12])[C:3]1[CH:11]=[CH:10][C:6]([C:7]([NH2:9])=[S:8])=[CH:5][CH:4]=1.Br[CH2:15][C:16](=O)[C:17]([O:19][CH2:20][CH3:21])=[O:18]. (2) Given the product [OH:8][C:9]1[CH:16]=[C:15]([O:17][CH3:18])[C:14]([O:19][CH3:20])=[CH:13][C:10]=1[CH:11]=[O:12], predict the reactants needed to synthesize it. The reactants are: C([O:8][C:9]1[CH:16]=[C:15]([O:17][CH3:18])[C:14]([O:19][CH3:20])=[CH:13][C:10]=1[CH:11]=[O:12])C1C=CC=CC=1. (3) Given the product [CH3:11][Si:12]([C:15]#[C:16][C:2]1[CH:3]=[C:4]2[CH:10]=[CH:9][NH:8][C:5]2=[N:6][CH:7]=1)([CH3:14])[CH3:13], predict the reactants needed to synthesize it. The reactants are: I[C:2]1[CH:3]=[C:4]2[CH:10]=[CH:9][NH:8][C:5]2=[N:6][CH:7]=1.[CH3:11][Si:12]([C:15]#[CH:16])([CH3:14])[CH3:13].C(N(CC)CC)C. (4) Given the product [N:8]1[C:9]2[C:4](=[CH:3][CH:2]=[CH:11][C:10]=2[C:15]#[N:16])[CH:5]=[CH:6][CH:7]=1, predict the reactants needed to synthesize it. The reactants are: Br[C:2]1[CH:3]=[C:4]2[C:9](=[C:10]([C:15]#[N:16])[C:11]=1N(C)C)[N:8]=[C:7](CO[Si](C(C)(C)C)(C)C)[CH:6]=[CH:5]2.C(NCC)C.C[Si](C#C)(C)C.